The task is: Regression. Given two drug SMILES strings and cell line genomic features, predict the synergy score measuring deviation from expected non-interaction effect.. This data is from NCI-60 drug combinations with 297,098 pairs across 59 cell lines. (1) Drug 1: C1CN1P(=S)(N2CC2)N3CC3. Drug 2: CC(C)NC(=O)C1=CC=C(C=C1)CNNC.Cl. Cell line: RXF 393. Synergy scores: CSS=-2.89, Synergy_ZIP=5.20, Synergy_Bliss=-2.51, Synergy_Loewe=-5.12, Synergy_HSA=-4.36. (2) Drug 1: CN(C)N=NC1=C(NC=N1)C(=O)N. Drug 2: C1=CC(=CC=C1CCCC(=O)O)N(CCCl)CCCl. Cell line: UACC62. Synergy scores: CSS=15.4, Synergy_ZIP=-10.1, Synergy_Bliss=-1.82, Synergy_Loewe=-4.77, Synergy_HSA=-0.986.